The task is: Predict which catalyst facilitates the given reaction.. This data is from Catalyst prediction with 721,799 reactions and 888 catalyst types from USPTO. Reactant: [CH3:1][N:2]1[CH2:7][CH2:6][CH:5]([CH2:8][OH:9])[CH2:4][CH2:3]1.[N+:10]([C:13]1[CH:18]=[CH:17][C:16]([O:19][C:20](=O)[O:21]C2C=CC([N+]([O-])=O)=CC=2)=[CH:15][CH:14]=1)([O-:12])=[O:11].CN1CCOCC1. Product: [C:20](=[O:21])([O:19][C:16]1[CH:15]=[CH:14][C:13]([N+:10]([O-:12])=[O:11])=[CH:18][CH:17]=1)[O:9][CH2:8][CH:5]1[CH2:6][CH2:7][N:2]([CH3:1])[CH2:3][CH2:4]1. The catalyst class is: 2.